From a dataset of Full USPTO retrosynthesis dataset with 1.9M reactions from patents (1976-2016). Predict the reactants needed to synthesize the given product. (1) Given the product [F:29][C:2]([F:1])([F:28])[O:3][C:4]1[CH:5]=[C:6]([CH:25]=[CH:26][CH:27]=1)[O:7][CH:8]1[CH2:11][N:10]([C:12]2[N:20]=[CH:19][C:18]([C:21]([F:22])([F:23])[F:24])=[CH:17][C:13]=2[C:14]([NH:31][C:32]2([C:35]3[CH:44]=[CH:43][C:38]([C:39]([O:41][CH3:42])=[O:40])=[CH:37][CH:36]=3)[CH2:34][CH2:33]2)=[O:15])[CH2:9]1, predict the reactants needed to synthesize it. The reactants are: [F:1][C:2]([F:29])([F:28])[O:3][C:4]1[CH:5]=[C:6]([CH:25]=[CH:26][CH:27]=1)[O:7][CH:8]1[CH2:11][N:10]([C:12]2[N:20]=[CH:19][C:18]([C:21]([F:24])([F:23])[F:22])=[CH:17][C:13]=2[C:14](O)=[O:15])[CH2:9]1.Cl.[NH2:31][C:32]1([C:35]2[CH:44]=[CH:43][C:38]([C:39]([O:41][CH3:42])=[O:40])=[CH:37][CH:36]=2)[CH2:34][CH2:33]1. (2) Given the product [CH3:1][O:2][C:3]([C:5]1[S:6][C:7]([S:21][CH3:22])=[C:8]([S:10]([C:13]2[CH:14]=[N:15][C:16]([NH:23][CH2:24][C:25]3[CH:26]=[N:27][C:28]([C:31]([F:34])([F:32])[F:33])=[CH:29][CH:30]=3)=[C:17]([Br:19])[CH:18]=2)(=[O:12])=[O:11])[CH:9]=1)=[O:4], predict the reactants needed to synthesize it. The reactants are: [CH3:1][O:2][C:3]([C:5]1[S:6][C:7]([S:21][CH3:22])=[C:8]([S:10]([C:13]2[CH:14]=[N:15][C:16](Cl)=[C:17]([Br:19])[CH:18]=2)(=[O:12])=[O:11])[CH:9]=1)=[O:4].[NH2:23][CH2:24][C:25]1[CH:26]=[N:27][C:28]([C:31]([F:34])([F:33])[F:32])=[CH:29][CH:30]=1.C(N(C(C)C)CC)(C)C.C1COCC1. (3) The reactants are: [CH3:1][O:2][C:3](=[O:13])[C:4]1[CH:12]=[CH:11][CH:10]=[C:6]([C:7]([OH:9])=[O:8])[CH:5]=1.BrC[C:16]([C:18]1[CH:23]=[CH:22][C:21]([Cl:24])=[CH:20][CH:19]=1)=[O:17].C([O-])([O-])=O.[K+].[K+]. Given the product [Cl:24][C:21]1[CH:22]=[CH:23][C:18]([C:16](=[O:17])[CH2:1][O:2][C:3](=[O:13])[C:4]2[CH:12]=[CH:11][CH:10]=[C:6]([C:7]([OH:9])=[O:8])[CH:5]=2)=[CH:19][CH:20]=1, predict the reactants needed to synthesize it. (4) Given the product [Cl:1][C:2]1[CH:9]=[C:8]([C:10]2[CH:11]=[C:12]([CH3:21])[C:13]3[O:18][CH2:17][C:16](=[O:19])[NH:15][C:14]=3[CH:20]=2)[CH:7]=[C:4]([CH:5]([OH:6])[CH3:22])[CH:3]=1, predict the reactants needed to synthesize it. The reactants are: [Cl:1][C:2]1[CH:3]=[C:4]([CH:7]=[C:8]([C:10]2[CH:11]=[C:12]([CH3:21])[C:13]3[O:18][CH2:17][C:16](=[O:19])[NH:15][C:14]=3[CH:20]=2)[CH:9]=1)[CH:5]=[O:6].[CH3:22][Mg+].[Br-]. (5) Given the product [NH2:30][C:23]1[NH:24][C:25](=[O:34])[C:26]2[N:27]=[CH:28][N:20]([CH2:19][C@H:8]([C@H:9]([OH:11])[CH3:10])[CH2:7][OH:6])[C:21]=2[N:22]=1, predict the reactants needed to synthesize it. The reactants are: C([Si](C)(C)[O:6][CH2:7][C@H:8]([CH2:19][N:20]1[CH:28]=[N:27][C:26]2[C:21]1=[N:22][C:23]([NH2:30])=[N:24][C:25]=2Cl)[C@H:9]([O:11][Si](C(C)(C)C)(C)C)[CH3:10])(C)(C)C.C(O)(C(F)(F)F)=[O:34]. (6) The reactants are: [OH-].[Na+].O.C([O:6][C:7]([C:9]1[N:10]([C:30]2[CH:35]=[CH:34][C:33]([O:36][CH:37]([CH3:39])[CH3:38])=[CH:32][CH:31]=2)[C:11]2[C:16]([C:17]=1[Cl:18])=[CH:15][C:14]([O:19][C:20]1[CH:25]=[CH:24][C:23]([C:26]([F:29])([F:28])[F:27])=[CH:22][CH:21]=1)=[CH:13][CH:12]=2)=[O:8])C.Cl. Given the product [Cl:18][C:17]1[C:16]2[C:11](=[CH:12][CH:13]=[C:14]([O:19][C:20]3[CH:25]=[CH:24][C:23]([C:26]([F:29])([F:27])[F:28])=[CH:22][CH:21]=3)[CH:15]=2)[N:10]([C:30]2[CH:35]=[CH:34][C:33]([O:36][CH:37]([CH3:38])[CH3:39])=[CH:32][CH:31]=2)[C:9]=1[C:7]([OH:8])=[O:6], predict the reactants needed to synthesize it. (7) Given the product [C:28]([O:27][C:25]([N:21]1[CH2:22][CH2:23][CH2:24][C@H:20]1[C:17]1[S:18][CH:19]=[C:15]([C:12]2[CH:13]=[CH:14][C:9]([C:34]3[CH:39]=[CH:38][C:37]([C:40]4[S:44][C:43]([C@@H:45]5[CH2:49][CH2:48][CH2:47][N:46]5[C:50]([O:52][C:53]([CH3:55])([CH3:54])[CH3:56])=[O:51])=[N:42][CH:41]=4)=[CH:36][CH:35]=3)=[CH:10][CH:11]=2)[N:16]=1)=[O:26])([CH3:31])([CH3:29])[CH3:30], predict the reactants needed to synthesize it. The reactants are: CC1(C)C(C)(C)OB([C:9]2[CH:14]=[CH:13][C:12]([C:15]3[N:16]=[C:17]([C@@H:20]4[CH2:24][CH2:23][CH2:22][N:21]4[C:25]([O:27][C:28]([CH3:31])([CH3:30])[CH3:29])=[O:26])[S:18][CH:19]=3)=[CH:11][CH:10]=2)O1.Br[C:34]1[CH:39]=[CH:38][C:37]([C:40]2[S:44][C:43]([C@@H:45]3[CH2:49][CH2:48][CH2:47][N:46]3[C:50]([O:52][C:53]([CH3:56])([CH3:55])[CH3:54])=[O:51])=[N:42][CH:41]=2)=[CH:36][CH:35]=1.CC1(C)C(C)(C)OB(C2C=CC(C3SC([C@@H]4CCCN4C(OC(C)(C)C)=O)=NC=3)=CC=2)O1. (8) The reactants are: C([N:8]1[CH2:13][CH2:12][C:11](=[O:14])[CH2:10][CH:9]1[CH3:15])C1C=CC=CC=1.[C:16]([OH:19])(=[O:18])[CH3:17]. Given the product [C:16]([OH:19])(=[O:18])[CH3:17].[CH3:15][CH:9]1[CH2:10][C:11](=[O:14])[CH2:12][CH2:13][NH:8]1, predict the reactants needed to synthesize it. (9) Given the product [F:34][C:31]1[CH:30]=[CH:29][C:28]([C:18]2[N:19]=[C:20]([C:21]3[CH:22]=[CH:23][C:24]([F:27])=[CH:25][CH:26]=3)[N:16]([CH2:15][C:14]([N:11]3[CH2:10][CH2:9][NH:8][CH2:13][CH2:12]3)=[O:35])[N:17]=2)=[CH:33][CH:32]=1, predict the reactants needed to synthesize it. The reactants are: C(OC([N:8]1[CH2:13][CH2:12][N:11]([C:14](=[O:35])[CH2:15][N:16]2[C:20]([C:21]3[CH:26]=[CH:25][C:24]([F:27])=[CH:23][CH:22]=3)=[N:19][C:18]([C:28]3[CH:33]=[CH:32][C:31]([F:34])=[CH:30][CH:29]=3)=[N:17]2)[CH2:10][CH2:9]1)=O)(C)(C)C.C(O)(=O)C. (10) Given the product [N:12]1[CH:13]=[CH:14][N:15]=[CH:16][C:11]=1[C:9]([NH:8][C@H:7]([C:6]([NH:5][C@H:4]([C:3]([OH:32])=[O:2])[CH2:25][C:26]1[CH:31]=[CH:30][CH:29]=[CH:28][CH:27]=1)=[O:24])[CH2:17][C:18]1[CH:19]=[CH:20][CH:21]=[CH:22][CH:23]=1)=[O:10], predict the reactants needed to synthesize it. The reactants are: C[O:2][C:3](=[O:32])[C@H:4]([CH2:25][C:26]1[CH:31]=[CH:30][CH:29]=[CH:28][CH:27]=1)[NH:5][C:6](=[O:24])[C@H:7]([CH2:17][C:18]1[CH:23]=[CH:22][CH:21]=[CH:20][CH:19]=1)[NH:8][C:9]([C:11]1[CH:16]=[N:15][CH:14]=[CH:13][N:12]=1)=[O:10].[OH-].[Na+].Cl.